Dataset: Forward reaction prediction with 1.9M reactions from USPTO patents (1976-2016). Task: Predict the product of the given reaction. Given the reactants [C:1]([O:5][C:6]([N:8]1[CH2:13][CH2:12][CH:11]([O:14][CH2:15][C:16](O)=O)[CH2:10][CH2:9]1)=[O:7])([CH3:4])([CH3:3])[CH3:2].C(N(CC)CC)C.C(OC(Cl)=O)C(C)C.[N:34]1[CH:39]=[CH:38][C:37]([C:40]([NH:42][NH2:43])=[NH:41])=[CH:36][CH:35]=1, predict the reaction product. The product is: [C:1]([O:5][C:6]([N:8]1[CH2:9][CH2:10][CH:11]([O:14][CH2:15][C:16]2[NH:41][C:40]([C:37]3[CH:38]=[CH:39][N:34]=[CH:35][CH:36]=3)=[N:42][N:43]=2)[CH2:12][CH2:13]1)=[O:7])([CH3:2])([CH3:3])[CH3:4].